Dataset: Catalyst prediction with 721,799 reactions and 888 catalyst types from USPTO. Task: Predict which catalyst facilitates the given reaction. (1) Reactant: [B:10]1([B:10]2[O:14][C:13]([CH3:16])([CH3:15])[C:12]([CH3:18])([CH3:17])[O:11]2)[O:14][C:13]([CH3:16])([CH3:15])[C:12]([CH3:18])([CH3:17])[O:11]1.Br[C:20]1[CH:33]=[CH:32][C:23]([O:24][C:25]2[CH:30]=[CH:29][C:28]([F:31])=[CH:27][N:26]=2)=[CH:22][C:21]=1[O:34][CH3:35].C([O-])(=O)C.[K+]. Product: [F:31][C:28]1[CH:29]=[CH:30][C:25]([O:24][C:23]2[CH:32]=[CH:33][C:20]([B:10]3[O:11][C:12]([CH3:17])([CH3:18])[C:13]([CH3:15])([CH3:16])[O:14]3)=[C:21]([O:34][CH3:35])[CH:22]=2)=[N:26][CH:27]=1. The catalyst class is: 85. (2) Reactant: Cl[C:2]1[C:11]2=[N:12][N:13](CC3C=CC(OC)=CC=3)[CH:14]=[C:10]2[C:9]2[CH:8]=[C:7]([O:24][CH3:25])[CH:6]=[CH:5][C:4]=2[N:3]=1.[CH3:26][N:27]1[CH2:32][CH2:31][N:30]([C:33]2[CH:34]=[C:35]([CH:37]=[CH:38][CH:39]=2)[NH2:36])[CH2:29][CH2:28]1.Cl. Product: [CH3:25][O:24][C:7]1[CH:6]=[CH:5][C:4]2[N:3]=[C:2]([NH:36][C:35]3[CH:37]=[CH:38][CH:39]=[C:33]([N:30]4[CH2:29][CH2:28][N:27]([CH3:26])[CH2:32][CH2:31]4)[CH:34]=3)[C:11]3=[N:12][NH:13][CH:14]=[C:10]3[C:9]=2[CH:8]=1. The catalyst class is: 71. (3) The catalyst class is: 343. Product: [CH3:1][S:2]([OH:5])(=[O:4])=[O:3].[CH3:6][O:7][C:8]1[CH:9]=[CH:10][C:11]([C:14]2[O:18][C:17]([CH3:20])([CH3:19])[C:16](=[O:21])[C:15]=2[C:22]2[CH:27]=[CH:26][C:25]([O:28][CH2:29][C:30]3[N:31]=[C:32]4[CH:37]=[CH:36][CH:35]=[C:34]([CH3:38])[N:33]4[CH:39]=3)=[CH:24][CH:23]=2)=[CH:12][CH:13]=1. Reactant: [CH3:1][S:2]([OH:5])(=[O:4])=[O:3].[CH3:6][O:7][C:8]1[CH:13]=[CH:12][C:11]([C:14]2[O:18][C:17]([CH3:20])([CH3:19])[C:16](=[O:21])[C:15]=2[C:22]2[CH:27]=[CH:26][C:25]([O:28][CH2:29][C:30]3[N:31]=[C:32]4[CH:37]=[CH:36][CH:35]=[C:34]([CH3:38])[N:33]4[CH:39]=3)=[CH:24][CH:23]=2)=[CH:10][CH:9]=1. (4) Reactant: [CH3:1][O:2][C:3]1[CH:12]=[C:11]2[C:6]([C:7]([C:19]3[CH:24]=[CH:23][CH:22]=[CH:21][CH:20]=3)=[C:8]([C:15]([O:17]C)=[O:16])[N:9]([CH3:14])[C:10]2=[O:13])=[CH:5][CH:4]=1.[OH-].[K+].Cl. Product: [CH3:1][O:2][C:3]1[CH:12]=[C:11]2[C:6]([C:7]([C:19]3[CH:24]=[CH:23][CH:22]=[CH:21][CH:20]=3)=[C:8]([C:15]([OH:17])=[O:16])[N:9]([CH3:14])[C:10]2=[O:13])=[CH:5][CH:4]=1. The catalyst class is: 8. (5) Reactant: Cl[C:2]1[C:11]2[C:6](=[CH:7][CH:8]=[C:9]([Cl:12])[N:10]=2)[N:5]=[CH:4][C:3]=1[C:13]([O:15][CH2:16][CH3:17])=[O:14].[NH2:18][C:19]1[CH:24]=[CH:23][C:22]([C:25]([CH3:29])([CH3:28])[C:26]#[N:27])=[CH:21][CH:20]=1.C(=O)([O-])[O-].[K+].[K+].C(OCC)(=O)C. Product: [Cl:12][C:9]1[N:10]=[C:11]2[C:6](=[CH:7][CH:8]=1)[N:5]=[CH:4][C:3]([C:13]([O:15][CH2:16][CH3:17])=[O:14])=[C:2]2[NH:18][C:19]1[CH:20]=[CH:21][C:22]([C:25]([C:26]#[N:27])([CH3:29])[CH3:28])=[CH:23][CH:24]=1. The catalyst class is: 107. (6) Reactant: [Br:1][C:2]1[CH:3]=[C:4]([N+:9]([O-])=O)[C:5]([CH3:8])=[N:6][CH:7]=1.O.[OH-].[Na+]. Product: [Br:1][C:2]1[CH:3]=[C:4]([NH2:9])[C:5]([CH3:8])=[N:6][CH:7]=1. The catalyst class is: 409.